Regression. Given a peptide amino acid sequence and an MHC pseudo amino acid sequence, predict their binding affinity value. This is MHC class II binding data. From a dataset of Peptide-MHC class II binding affinity with 134,281 pairs from IEDB. (1) The peptide sequence is IDGKSRKECPFSNRV. The MHC is DRB3_0301 with pseudo-sequence DRB3_0301. The binding affinity (normalized) is 0. (2) The peptide sequence is ATATATSAVGAPTGA. The MHC is DRB1_0901 with pseudo-sequence DRB1_0901. The binding affinity (normalized) is 0.205. (3) The peptide sequence is EICPAVKRDVDLFLTGT. The MHC is HLA-DPA10201-DPB10101 with pseudo-sequence HLA-DPA10201-DPB10101. The binding affinity (normalized) is 0.556. (4) The peptide sequence is YQIAFSRGNRAFIAI. The MHC is DRB1_1302 with pseudo-sequence DRB1_1302. The binding affinity (normalized) is 1.00. (5) The peptide sequence is NIRQAGVQY. The MHC is DRB5_0101 with pseudo-sequence DRB5_0101. The binding affinity (normalized) is 0. (6) The peptide sequence is TPAAPAGAEPAGKAT. The MHC is HLA-DQA10501-DQB10201 with pseudo-sequence HLA-DQA10501-DQB10201. The binding affinity (normalized) is 0.150. (7) The peptide sequence is VTVDSIGMLPRF. The MHC is DRB1_1101 with pseudo-sequence DRB1_1101. The binding affinity (normalized) is 0.137.